The task is: Predict which catalyst facilitates the given reaction.. This data is from Catalyst prediction with 721,799 reactions and 888 catalyst types from USPTO. (1) Reactant: [OH:1][CH2:2][CH2:3][N:4]1[C:12]2[C:7](=[CH:8][CH:9]=[CH:10][CH:11]=2)[CH:6]=[CH:5]1.N1C=CC=CC=1.[CH3:19][S:20](Cl)(=[O:22])=[O:21]. Product: [CH3:19][S:20]([O:1][CH2:2][CH2:3][N:4]1[C:12]2[C:7](=[CH:8][CH:9]=[CH:10][CH:11]=2)[CH:6]=[CH:5]1)(=[O:22])=[O:21]. The catalyst class is: 4. (2) Reactant: [F:1][C:2]([F:25])([F:24])[C:3]1[CH:4]=[C:5]([C:13]2[N:17]=[CH:16][N:15](/[CH:18]=[C:19](/Br)\[C:20]([NH2:22])=[O:21])[N:14]=2)[CH:6]=[C:7]([C:9]([F:12])([F:11])[F:10])[CH:8]=1.[N:26]1[CH:31]=[C:30](B(O)O)[CH:29]=[N:28][CH:27]=1.C([O-])(=O)C.[K+]. Product: [F:1][C:2]([F:25])([F:24])[C:3]1[CH:4]=[C:5]([C:13]2[N:17]=[CH:16][N:15](/[CH:18]=[C:19](/[C:30]3[CH:31]=[N:26][CH:27]=[N:28][CH:29]=3)\[C:20]([NH2:22])=[O:21])[N:14]=2)[CH:6]=[C:7]([C:9]([F:12])([F:11])[F:10])[CH:8]=1. The catalyst class is: 117. (3) Reactant: [OH:1][C:2]1[CH:9]=[CH:8][C:5]([CH:6]=[O:7])=[CH:4][CH:3]=1.[C:10]1(P(C2C=CC=CC=2)C2C=CC=CC=2)[CH:15]=CC=C[CH:11]=1.C(O)C#C.N(C(OC(C)C)=O)=NC(OC(C)C)=O. Product: [CH2:15]([O:1][C:2]1[CH:9]=[CH:8][C:5]([CH:6]=[O:7])=[CH:4][CH:3]=1)[C:10]#[CH:11]. The catalyst class is: 269. (4) Reactant: Br[C:2]1[CH:3]=[CH:4][C:5]([N:18]2[CH2:22][CH2:21][CH:20]([CH2:23][C:24]([O:26][CH2:27][CH3:28])=[O:25])[CH2:19]2)=[C:6](/[CH:8]=[C:9](\[CH3:17])/[C:10]([O:12][C:13]([CH3:16])([CH3:15])[CH3:14])=[O:11])[CH:7]=1.[CH2:29]([O:33][CH2:34][CH2:35][O:36][C:37]1[CH:42]=[CH:41][C:40](OB(O)O)=[CH:39][CH:38]=1)[CH2:30][CH2:31][CH3:32].C(=O)([O-])[O-].[K+].[K+]. Product: [CH2:29]([O:33][CH2:34][CH2:35][O:36][C:37]1[CH:38]=[CH:39][C:40]([C:2]2[CH:3]=[CH:4][C:5]([N:18]3[CH2:22][CH2:21][CH:20]([CH2:23][C:24]([O:26][CH2:27][CH3:28])=[O:25])[CH2:19]3)=[C:6](/[CH:8]=[C:9](\[CH3:17])/[C:10]([O:12][C:13]([CH3:15])([CH3:16])[CH3:14])=[O:11])[CH:7]=2)=[CH:41][CH:42]=1)[CH2:30][CH2:31][CH3:32]. The catalyst class is: 460. (5) Reactant: [NH2:1][C:2]1[CH:3]=[C:4]2[C:9](=[N:10][CH:11]=1)[N:8]=[CH:7][C:6]([C:12]#[N:13])=[C:5]2[NH:14][C:15]1[CH:20]=[CH:19][CH:18]=[C:17]([Br:21])[CH:16]=1.CN1CCOCC1.[C:29](Cl)(=[O:32])[CH:30]=[CH2:31]. Product: [Br:21][C:17]1[CH:16]=[C:15]([NH:14][C:5]2[C:6]([C:12]#[N:13])=[CH:7][N:8]=[C:9]3[C:4]=2[CH:3]=[C:2]([NH:1][C:29](=[O:32])[CH:30]=[CH2:31])[CH:11]=[N:10]3)[CH:20]=[CH:19][CH:18]=1. The catalyst class is: 7. (6) Reactant: C(Cl)(=O)C(Cl)=O.CS(C)=O.[F:11][C:12]([F:50])([CH2:46][CH2:47][CH2:48][CH3:49])[CH:13]([OH:45])[CH2:14][CH2:15][C@H:16]1[C@H:20]([O:21][CH:22]2[CH2:27][CH2:26][CH2:25][CH2:24][O:23]2)[CH2:19][C@H:18]([OH:28])[C@@H:17]1[CH2:29][CH2:30][CH2:31][CH2:32][CH2:33][CH2:34][C:35]([O:37][CH2:38][C:39]1[CH:44]=[CH:43][CH:42]=[CH:41][CH:40]=1)=[O:36].C(N(CC)CC)C.O.[NH4+]. Product: [F:50][C:12]([F:11])([CH2:46][CH2:47][CH2:48][CH3:49])[C:13](=[O:45])[CH2:14][CH2:15][C@H:16]1[C@H:20]([O:21][CH:22]2[CH2:27][CH2:26][CH2:25][CH2:24][O:23]2)[CH2:19][C:18](=[O:28])[C@@H:17]1[CH2:29][CH2:30][CH2:31][CH2:32][CH2:33][CH2:34][C:35]([O:37][CH2:38][C:39]1[CH:40]=[CH:41][CH:42]=[CH:43][CH:44]=1)=[O:36]. The catalyst class is: 4. (7) Product: [CH3:34][C:29]1[C:28]([CH2:27][N:25]2[CH:26]=[C:22]([N:19]3[C:38](=[O:39])[C:37]([CH3:44])([CH3:43])[NH:36][C:20]3=[O:21])[CH:23]=[N:24]2)=[C:32]([CH3:33])[O:31][N:30]=1. Reactant: CC1C(CN2C=C(C(N=[N+]=[N-])=O)C=N2)=C(C)ON=1.[N:19]([C:22]1[CH:23]=[N:24][N:25]([CH2:27][C:28]2[C:29]([CH3:34])=[N:30][O:31][C:32]=2[CH3:33])[CH:26]=1)=[C:20]=[O:21].Cl.[NH2:36][C:37]([CH3:44])([CH3:43])[C:38](OCC)=[O:39]. The catalyst class is: 11. (8) Reactant: C(OC(=O)[NH:7][C:8]1[CH:13]=[CH:12][C:11]([NH:14][C:15]2[CH:20]=[C:19]([Cl:21])[N:18]=[CH:17][N:16]=2)=[CH:10][CH:9]=1)(C)(C)C.Cl. Product: [Cl:21][C:19]1[N:18]=[CH:17][N:16]=[C:15]([NH:14][C:11]2[CH:12]=[CH:13][C:8]([NH2:7])=[CH:9][CH:10]=2)[CH:20]=1. The catalyst class is: 12. (9) Reactant: Cl.C[O:3][C:4](=[O:8])[CH:5]([CH3:7])[NH2:6].[C:9](Cl)(=[O:16])[CH2:10][CH2:11][CH2:12][CH2:13][CH2:14][CH3:15].O.[OH-].[Na+]. Product: [C:9]([NH:6][CH:5]([CH3:7])[C:4]([OH:3])=[O:8])(=[O:16])[CH2:10][CH2:11][CH2:12][CH2:13][CH2:14][CH3:15]. The catalyst class is: 2. (10) Reactant: [CH:1]1([C:4]2[CH:13]=[CH:12][CH:11]=[C:10]3[C:5]=2[CH2:6][CH2:7][N:8]2[C:18](=[O:19])[CH2:17][N:16]=[C:15]([N:20]4[CH:24]=[C:23]([CH:25]=[O:26])[N:22]=[CH:21]4)[CH:14]=[C:9]23)[CH2:3][CH2:2]1.[CH:27]1([Mg]Br)[CH2:29][CH2:28]1.[NH4+].[Cl-]. Product: [CH:1]1([C:4]2[CH:13]=[CH:12][CH:11]=[C:10]3[C:5]=2[CH2:6][CH2:7][N:8]2[C:18](=[O:19])[CH2:17][N:16]=[C:15]([N:20]4[CH:24]=[C:23]([CH:25]([CH:27]5[CH2:29][CH2:28]5)[OH:26])[N:22]=[CH:21]4)[CH:14]=[C:9]23)[CH2:3][CH2:2]1. The catalyst class is: 1.